Dataset: Full USPTO retrosynthesis dataset with 1.9M reactions from patents (1976-2016). Task: Predict the reactants needed to synthesize the given product. (1) Given the product [F:1][C:2]1[CH:10]=[CH:9][CH:8]=[C:7]2[C:3]=1[C:4]([C:25]([OH:27])=[O:26])=[CH:5][N:6]2[CH2:11][C:12]1[CH:17]=[CH:16][C:15]([C:18]2[CH:19]=[N:20][N:21]([CH3:23])[CH:22]=2)=[CH:14][C:13]=1[F:24], predict the reactants needed to synthesize it. The reactants are: [F:1][C:2]1[CH:10]=[CH:9][CH:8]=[C:7]2[C:3]=1[C:4]([C:25]([O:27]C)=[O:26])=[CH:5][N:6]2[CH2:11][C:12]1[CH:17]=[CH:16][C:15]([C:18]2[CH:19]=[N:20][N:21]([CH3:23])[CH:22]=2)=[CH:14][C:13]=1[F:24].O.[OH-].[Li+]. (2) Given the product [F:6][C:7]1[CH:12]=[C:11]([O:13][CH3:14])[CH:10]=[C:9]([F:15])[C:8]=1[C:23]([OH:24])([CH3:25])[C:22]([F:27])([F:26])[F:21], predict the reactants needed to synthesize it. The reactants are: O1CCCC1.[F:6][C:7]1[CH:12]=[C:11]([O:13][CH3:14])[CH:10]=[C:9]([F:15])[CH:8]=1.C([Li])CCC.[F:21][C:22]([F:27])([F:26])[C:23]([CH3:25])=[O:24]. (3) Given the product [Br:1][C:2]1[C:3]([Cl:10])=[C:4]([CH:8]([OH:9])[CH3:11])[CH:5]=[N:6][CH:7]=1, predict the reactants needed to synthesize it. The reactants are: [Br:1][C:2]1[C:3]([Cl:10])=[C:4]([CH:8]=[O:9])[CH:5]=[N:6][CH:7]=1.[CH3:11][Mg]Br.CCOCC. (4) Given the product [Br:14][C:6]1[S:5][C:4]([C:7]2[CH:12]=[CH:11][CH:10]=[C:9]([CH3:13])[N:8]=2)=[CH:3][C:2]=1[Cl:1], predict the reactants needed to synthesize it. The reactants are: [Cl:1][C:2]1[CH:3]=[C:4]([C:7]2[CH:12]=[CH:11][CH:10]=[C:9]([CH3:13])[N:8]=2)[S:5][CH:6]=1.[Br:14]Br. (5) Given the product [C:33]([O:25][C:22]1[CH:23]=[CH:24][C:19]([CH2:18][C@@H:14]2[N:13]3[C:3]4[C:2]5[C:7](=[CH:8][CH:9]=[CH:10][CH:1]=5)[N:6]=[CH:5][C:4]=4[N:11]=[C:12]3[CH2:17][O:16][CH2:15]2)=[CH:20][CH:21]=1)(=[O:35])[CH3:34], predict the reactants needed to synthesize it. The reactants are: [CH:1]1[CH:10]=[CH:9][CH:8]=[C:7]2[C:2]=1[C:3]1[N:13]3[C@@H:14]([CH2:18][C:19]4[CH:24]=[CH:23][C:22]([OH:25])=[CH:21][CH:20]=4)[CH2:15][O:16][CH2:17][C:12]3=[N:11][C:4]=1[CH:5]=[N:6]2.C(N(CC)CC)C.[C:33](OC(=O)C)(=[O:35])[CH3:34].O. (6) Given the product [CH2:1]([O:3][C:4](=[O:18])[C:5]([CH3:17])([O:7][C:8]1[CH:9]=[CH:10][C:11]([CH2:14][N:15]([CH3:16])[C:32](=[O:34])[CH2:31][CH2:30][C:29]#[C:28][C:25]2[CH:24]=[CH:23][C:22]([O:21][C:20]([F:19])([F:36])[F:35])=[CH:27][CH:26]=2)=[CH:12][CH:13]=1)[CH3:6])[CH3:2], predict the reactants needed to synthesize it. The reactants are: [CH2:1]([O:3][C:4](=[O:18])[C:5]([CH3:17])([O:7][C:8]1[CH:13]=[CH:12][C:11]([CH2:14][NH:15][CH3:16])=[CH:10][CH:9]=1)[CH3:6])[CH3:2].[F:19][C:20]([F:36])([F:35])[O:21][C:22]1[CH:27]=[CH:26][C:25]([C:28]#[C:29][CH2:30][CH2:31][C:32]([OH:34])=O)=[CH:24][CH:23]=1.